From a dataset of Reaction yield outcomes from USPTO patents with 853,638 reactions. Predict the reaction yield, written as a fraction of the theoretical maximum amount of product (1.0 means a 100% yield; for example, 0.34 means a 34% yield). (1) The reactants are [F:1][C:2]1[CH:3]=[C:4]2[C:8](=[CH:9][CH:10]=1)[NH:7][C:6](=[O:11])[C:5]2=[O:12].[H-].[Na+].[CH3:15][O:16][C:17]1[CH:24]=[CH:23][C:20]([CH2:21]Cl)=[CH:19][CH:18]=1. The catalyst is CN(C=O)C. The product is [F:1][C:2]1[CH:3]=[C:4]2[C:8](=[CH:9][CH:10]=1)[N:7]([CH2:21][C:20]1[CH:23]=[CH:24][C:17]([O:16][CH3:15])=[CH:18][CH:19]=1)[C:6](=[O:11])[C:5]2=[O:12]. The yield is 0.820. (2) The reactants are [Cl:1][C:2]1[C:11]2[C:6](=[CH:7][CH:8]=[CH:9][CH:10]=2)[N:5]=[C:4]([C:12]([O:14]CC)=O)[N:3]=1.[F:17][C:18]1[CH:19]=[C:20]([Mg]Br)[CH:21]=[CH:22][C:23]=1[F:24].C1COCC1.[Cl-].[NH4+]. The catalyst is C1COCC1. The product is [Cl:1][C:2]1[C:11]2[C:6](=[CH:7][CH:8]=[CH:9][CH:10]=2)[N:5]=[C:4]([C:12]([C:21]2[CH:20]=[CH:19][C:18]([F:17])=[C:23]([F:24])[CH:22]=2)=[O:14])[N:3]=1. The yield is 0.260. (3) The reactants are [CH3:1][N:2]1[C:6]([C:7]2[CH:8]=[N:9][CH:10]=[CH:11][CH:12]=2)=[N:5][N:4]=[C:3]1[S:13][CH2:14][C:15]([OH:17])=O.C1C=CC2N(O)N=NC=2C=1.CCN=C=NCCCN(C)C.Cl.[Cl:40][C:41]1[CH:42]=[C:43]([NH:47][NH2:48])[CH:44]=[CH:45][CH:46]=1. The catalyst is CN(C=O)C.CC#N.O. The product is [Cl:40][C:41]1[CH:42]=[C:43]([NH:47][NH:48][C:15](=[O:17])[CH2:14][S:13][C:3]2[N:2]([CH3:1])[C:6]([C:7]3[CH:8]=[N:9][CH:10]=[CH:11][CH:12]=3)=[N:5][N:4]=2)[CH:44]=[CH:45][CH:46]=1. The yield is 0.400. (4) The reactants are [CH3:1][C:2]1[CH:3]=[C:4]([CH3:13])[C:5]2[O:10][CH2:9][C:8](=[O:11])[NH:7][C:6]=2[CH:12]=1.C([O-])([O-])=O.[Cs+].[Cs+].[Cl:20][CH2:21][CH2:22][CH2:23]I. The catalyst is CCCCCCC.CCOC(C)=O. The product is [Cl:20][CH2:21][CH2:22][CH2:23][N:7]1[C:6]2[CH:12]=[C:2]([CH3:1])[CH:3]=[C:4]([CH3:13])[C:5]=2[O:10][CH2:9][C:8]1=[O:11]. The yield is 0.390. (5) The reactants are [OH:1][C:2]1[CH:11]=[C:10]2[C:5]([CH:6]=[CH:7][CH:8]=[C:9]2[C:12]#[N:13])=[CH:4][CH:3]=1.[Br:14]Br.Cl.Cl[Sn]Cl. The catalyst is O.C(O)(=O)C. The product is [Br:14][C:7]1[CH:8]=[C:9]([C:12]#[N:13])[C:10]2[C:5]([CH:6]=1)=[CH:4][CH:3]=[C:2]([OH:1])[CH:11]=2. The yield is 0.380. (6) The reactants are [NH2:1][C:2]1[CH:3]=[CH:4][C:5]2[O:11][CH2:10][CH2:9][CH2:8][N:7]([C:12](=[O:14])[CH3:13])[C:6]=2[CH:15]=1.Cl[C:17]1[N:22]=[C:21]([NH:23][C:24]2[CH:33]=[CH:32][CH:31]=[CH:30][C:25]=2[C:26]([NH:28][CH3:29])=[O:27])[C:20]([Cl:34])=[CH:19][N:18]=1.C12(CS(O)(=O)=O)C(C)(C)C(CC1)CC2=O.C(=O)(O)[O-].[Na+].ClC1N=CC=CN=1. The catalyst is C(O)(C)C.O. The product is [C:12]([N:7]1[C:6]2[CH:15]=[C:2]([NH:1][C:17]3[N:22]=[C:21]([NH:23][C:24]4[CH:33]=[CH:32][CH:31]=[CH:30][C:25]=4[C:26]([NH:28][CH3:29])=[O:27])[C:20]([Cl:34])=[CH:19][N:18]=3)[CH:3]=[CH:4][C:5]=2[O:11][CH2:10][CH2:9][CH2:8]1)(=[O:14])[CH3:13]. The yield is 0.430. (7) The reactants are Cl[C:2]1[N:7]2[N:8]=[C:9]([C:14]3[CH:19]=[CH:18][C:17]([F:20])=[CH:16][CH:15]=3)[C:10]([C:11](=[O:13])[CH3:12])=[C:6]2[CH:5]=[CH:4][CH:3]=1.[NH:21]1[CH2:25][CH2:24][CH2:23][CH2:22]1. No catalyst specified. The product is [F:20][C:17]1[CH:18]=[CH:19][C:14]([C:9]2[C:10]([C:11](=[O:13])[CH3:12])=[C:6]3[CH:5]=[CH:4][CH:3]=[C:2]([N:21]4[CH2:25][CH2:24][CH2:23][CH2:22]4)[N:7]3[N:8]=2)=[CH:15][CH:16]=1. The yield is 0.910.